From a dataset of Reaction yield outcomes from USPTO patents with 853,638 reactions. Predict the reaction yield, written as a fraction of the theoretical maximum amount of product (1.0 means a 100% yield; for example, 0.34 means a 34% yield). (1) The reactants are [C:1]([NH:9]NC(C1C=CN=C([NH:9][C:1](=[O:8])[C:2]2[CH:7]=[CH:6][CH:5]=[CH:4][CH:3]=2)C=1)=O)(=[O:8])[C:2]1[CH:7]=[CH:6][CH:5]=[CH:4][CH:3]=1.[OH-].COC(NS([N+](CC)(CC)CC)(=O)=O)=O. The catalyst is O1CCCC1. The product is [C:1]([NH2:9])(=[O:8])[C:2]1[CH:7]=[CH:6][CH:5]=[CH:4][CH:3]=1. The yield is 0.320. (2) The reactants are [CH:1]([CH:4]1[N:9]([C:10]2[N:15]=[C:14]([C:16]([F:19])([F:18])[F:17])[C:13]([C:20]([O:22]CC)=[O:21])=[CH:12][N:11]=2)[CH2:8][CH2:7][N:6]2[C:25]3[CH:31]=[C:30]([S:32]([CH3:35])(=[O:34])=[O:33])[CH:29]=[CH:28][C:26]=3[N:27]=[C:5]12)([CH3:3])[CH3:2].[OH-].[Na+].Cl. The catalyst is CO.O. The product is [CH:1]([CH:4]1[N:9]([C:10]2[N:15]=[C:14]([C:16]([F:19])([F:18])[F:17])[C:13]([C:20]([OH:22])=[O:21])=[CH:12][N:11]=2)[CH2:8][CH2:7][N:6]2[C:25]3[CH:31]=[C:30]([S:32]([CH3:35])(=[O:33])=[O:34])[CH:29]=[CH:28][C:26]=3[N:27]=[C:5]12)([CH3:3])[CH3:2]. The yield is 1.00. (3) The reactants are [Br:1][C:2]1[C:11]2[C:6](=[C:7](C3C=C(C(F)(F)F)C=CC=3C([O-])=O)[CH:8]=[C:9]([O:12]C)[CH:10]=2)[C:5](=[O:27])[N:4]([C:28]2[CH:33]=[CH:32][C:31]([O:34]C)=[CH:30][CH:29]=2)[CH:3]=1.C(Cl)Cl.B(Br)(Br)Br.[OH2:43]. No catalyst specified. The product is [Br:1][C:2]1[C:11]2[C:6](=[C:7]([OH:43])[CH:8]=[C:9]([OH:12])[CH:10]=2)[C:5](=[O:27])[N:4]([C:28]2[CH:33]=[CH:32][C:31]([OH:34])=[CH:30][CH:29]=2)[CH:3]=1. The yield is 0.167. (4) The reactants are [Cl:1][C:2]1[N:7]=[N:6][C:5]([C:8](OCC)=[O:9])=[C:4]([NH:13][C:14]2[CH:19]=[CH:18][C:17]([O:20][CH3:21])=[C:16]([CH2:22][CH2:23][CH3:24])[N:15]=2)[CH:3]=1.[NH3:25]. The catalyst is CO. The product is [Cl:1][C:2]1[N:7]=[N:6][C:5]([C:8]([NH2:25])=[O:9])=[C:4]([NH:13][C:14]2[CH:19]=[CH:18][C:17]([O:20][CH3:21])=[C:16]([CH2:22][CH2:23][CH3:24])[N:15]=2)[CH:3]=1. The yield is 1.00. (5) The reactants are [C:1]([C:3]1[C:12]2[C:7](=[CH:8][CH:9]=[CH:10][CH:11]=2)[C:6](F)=[CH:5][CH:4]=1)#[N:2].[C:14]1([NH:20][CH2:21][C@H:22]2[CH2:26][CH2:25][CH2:24][NH:23]2)[CH:19]=[CH:18][CH:17]=[CH:16][CH:15]=1. No catalyst specified. The product is [C:14]1([NH:20][CH2:21][C@H:22]2[CH2:26][CH2:25][CH2:24][N:23]2[C:6]2[C:7]3[C:12](=[CH:11][CH:10]=[CH:9][CH:8]=3)[C:3]([C:1]#[N:2])=[CH:4][CH:5]=2)[CH:15]=[CH:16][CH:17]=[CH:18][CH:19]=1. The yield is 0.180.